From a dataset of Forward reaction prediction with 1.9M reactions from USPTO patents (1976-2016). Predict the product of the given reaction. Given the reactants [CH:1]([O:4][C:5]1[CH:6]=[C:7]([CH:17]=[CH:18][C:19]=1[CH:20]=C)[C:8]([N:10]([CH:14]([CH3:16])[CH3:15])[CH:11]([CH3:13])[CH3:12])=[O:9])([CH3:3])[CH3:2].CC([OH:26])(C)C.C(Cl)(Cl)(Cl)Cl, predict the reaction product. The product is: [CH:20]([C:19]1[CH:18]=[CH:17][C:7]([C:8]([N:10]([CH:11]([CH3:12])[CH3:13])[CH:14]([CH3:15])[CH3:16])=[O:9])=[CH:6][C:5]=1[O:4][CH:1]([CH3:2])[CH3:3])=[O:26].